Dataset: Forward reaction prediction with 1.9M reactions from USPTO patents (1976-2016). Task: Predict the product of the given reaction. (1) Given the reactants [F:1][C:2]1[C:7]([O:8][CH3:9])=[CH:6][CH:5]=[CH:4][C:3]=1[CH:10]([CH:13]1C(=O)OC(C)(C)[O:15][C:14]1=[O:22])[CH2:11][CH3:12].CN(C=O)C.O, predict the reaction product. The product is: [F:1][C:2]1[C:7]([O:8][CH3:9])=[CH:6][CH:5]=[CH:4][C:3]=1[CH:10]([CH2:11][CH3:12])[CH2:13][C:14]([OH:22])=[O:15]. (2) Given the reactants C1(C)C=CC(S([O-])(=O)=O)=CC=1.[CH3:12][C@H:13]1[C@@H:16]([NH3+:17])[C:15](=[O:18])[NH:14]1.CCN(C(C)C)C(C)C.[CH:28]1([CH2:34][CH2:35][CH2:36][CH2:37][O:38][C:39](N2C=CC=CC2=O)=[O:40])[CH2:33][CH2:32][CH2:31][CH2:30][CH2:29]1, predict the reaction product. The product is: [CH:28]1([CH2:34][CH2:35][CH2:36][CH2:37][O:38][C:39](=[O:40])[NH:17][C@H:16]2[C:15](=[O:18])[NH:14][C@H:13]2[CH3:12])[CH2:33][CH2:32][CH2:31][CH2:30][CH2:29]1. (3) Given the reactants [Cl:1][C:2]1[CH:33]=[CH:32][CH:31]=[C:30]([C:34]([F:37])([F:36])[F:35])[C:3]=1[C:4]([N:6]1[C:14]2[C:9](=[CH:10][CH:11]=[C:12]([C:15](=[O:19])[N:16]([CH3:18])[CH3:17])[CH:13]=2)[C:8]([C:20]2[CH2:25][CH2:24][CH:23]([C:26]([O:28]C)=[O:27])[CH2:22][CH:21]=2)=[N:7]1)=[O:5].O[Li].O, predict the reaction product. The product is: [Cl:1][C:2]1[CH:33]=[CH:32][CH:31]=[C:30]([C:34]([F:36])([F:35])[F:37])[C:3]=1[C:4]([N:6]1[C:14]2[C:9](=[CH:10][CH:11]=[C:12]([C:15](=[O:19])[N:16]([CH3:18])[CH3:17])[CH:13]=2)[C:8]([C:20]2[CH2:25][CH2:24][CH:23]([C:26]([OH:28])=[O:27])[CH2:22][CH:21]=2)=[N:7]1)=[O:5]. (4) Given the reactants Cl.[CH3:2][N:3]([CH2:5][C:6](Cl)=[O:7])[CH3:4].Cl.[Cl:10][C:11]1[C:12]([F:37])=[C:13]([CH:34]=[CH:35][CH:36]=1)[NH:14][C:15]1[C:24]2[C:19](=[CH:20][C:21]([O:32][CH3:33])=[C:22]([O:25][C@H:26]3[CH2:31][CH2:30][CH2:29][NH:28][CH2:27]3)[CH:23]=2)[N:18]=[CH:17][N:16]=1.C(N(C(C)C)CC)(C)C, predict the reaction product. The product is: [Cl:10][C:11]1[C:12]([F:37])=[C:13]([CH:34]=[CH:35][CH:36]=1)[NH:14][C:15]1[C:24]2[C:19](=[CH:20][C:21]([O:32][CH3:33])=[C:22]([O:25][C@H:26]3[CH2:31][CH2:30][CH2:29][N:28]([C:6](=[O:7])[CH2:5][N:3]([CH3:4])[CH3:2])[CH2:27]3)[CH:23]=2)[N:18]=[CH:17][N:16]=1. (5) Given the reactants Br[C:2]1[CH:7]=[CH:6][C:5]([N+:8]([O-:10])=[O:9])=[CH:4][CH:3]=1.[CH3:11][O:12][CH2:13][CH2:14][NH2:15].[C:16]([O-])([O-])=O.[Cs+].[Cs+].C1C=CC(P(C2C(C3C(P(C4C=CC=CC=4)C4C=CC=CC=4)=CC=C4C=3C=CC=C4)=C3C(C=CC=C3)=CC=2)C2C=CC=CC=2)=CC=1, predict the reaction product. The product is: [CH3:11][O:12][CH2:13][CH2:14][N:15]([CH3:16])[C:2]1[CH:7]=[CH:6][C:5]([N+:8]([O-:10])=[O:9])=[CH:4][CH:3]=1. (6) The product is: [Br:16][C:11]1[S:10][C:9]([C:12]([O:14][CH3:15])=[O:13])=[CH:8][C:7]=1[C:1]1[CH:2]=[CH:3][CH:4]=[CH:5][CH:6]=1. Given the reactants [C:1]1([C:7]2[CH:8]=[C:9]([C:12]([O:14][CH3:15])=[O:13])[S:10][CH:11]=2)[CH:6]=[CH:5][CH:4]=[CH:3][CH:2]=1.[Br-:16].[Br-].[Br-].[NH+]1C=CC=CC=1.[NH+]1C=CC=CC=1.[NH+]1C=CC=CC=1.[O-]S([O-])(=S)=O.[Na+].[Na+], predict the reaction product. (7) Given the reactants C1(C[O:8][C:9]2[CH:10]=[C:11]3[C:15](=[CH:16][CH:17]=2)[N:14]([CH2:18][C:19]2[CH:20]=[C:21]([CH:26]=[CH:27][CH:28]=2)[C:22]([O:24][CH3:25])=[O:23])[CH:13]=[CH:12]3)C=CC=CC=1, predict the reaction product. The product is: [OH:8][C:9]1[CH:10]=[C:11]2[C:15](=[CH:16][CH:17]=1)[N:14]([CH2:18][C:19]1[CH:20]=[C:21]([CH:26]=[CH:27][CH:28]=1)[C:22]([O:24][CH3:25])=[O:23])[CH:13]=[CH:12]2. (8) Given the reactants [NH2:1][C:2]1[CH:10]=[CH:9][CH:8]=[C:7]2[C:3]=1[CH2:4][N:5]([CH:12]1[CH2:17][CH:16]([OH:18])[C:15](=[O:19])[NH:14][C:13]1=[O:20])[C:6]2=[O:11].[O:21]1[CH:25]=[CH:24][CH:23]=[C:22]1[CH:26]=O.[BH4-].[Na+], predict the reaction product. The product is: [O:21]1[CH:25]=[CH:24][CH:23]=[C:22]1[CH2:26][NH:1][C:2]1[CH:10]=[CH:9][CH:8]=[C:7]2[C:3]=1[CH2:4][N:5]([CH:12]1[CH2:17][CH:16]([OH:18])[C:15](=[O:19])[NH:14][C:13]1=[O:20])[C:6]2=[O:11]. (9) Given the reactants [F:1][C:2]1[CH:7]=[CH:6][C:5]([C:8](=[O:17])[C:9]2[CH:14]=[CH:13][C:12]([O:15][CH3:16])=[CH:11][CH:10]=2)=[CH:4][C:3]=1[S:18](Cl)(=[O:20])=[O:19].[NH4+:22], predict the reaction product. The product is: [F:1][C:2]1[CH:7]=[CH:6][C:5]([C:8](=[O:17])[C:9]2[CH:14]=[CH:13][C:12]([O:15][CH3:16])=[CH:11][CH:10]=2)=[CH:4][C:3]=1[S:18]([NH2:22])(=[O:20])=[O:19]. (10) Given the reactants [Cl:1][C:2]1[CH:7]=[CH:6][C:5]([N:8]2[C:17](=[O:18])[C:16]3[C:11](=[CH:12][C:13]([O:19]C)=[CH:14][CH:15]=3)[N:10]=[C:9]2[CH2:21][CH3:22])=[CH:4][CH:3]=1, predict the reaction product. The product is: [Cl:1][C:2]1[CH:3]=[CH:4][C:5]([N:8]2[C:17](=[O:18])[C:16]3[C:11](=[CH:12][C:13]([OH:19])=[CH:14][CH:15]=3)[N:10]=[C:9]2[CH2:21][CH3:22])=[CH:6][CH:7]=1.